This data is from Full USPTO retrosynthesis dataset with 1.9M reactions from patents (1976-2016). The task is: Predict the reactants needed to synthesize the given product. (1) Given the product [Cl:1][C:2]1[CH:3]=[C:4]([NH:22][C:23]([NH:25][C:26]2[C:27]([CH3:34])=[CH:28][C:29]([CH3:33])=[CH:30][C:31]=2[CH3:32])=[O:24])[C:5]([C:8]([NH:10][C:11]2([C:18]([OH:20])=[O:19])[CH2:17][CH2:16][CH2:15][CH2:14][CH2:13][CH2:12]2)=[O:9])=[N:6][CH:7]=1, predict the reactants needed to synthesize it. The reactants are: [Cl:1][C:2]1[CH:3]=[C:4]([NH:22][C:23]([NH:25][C:26]2[C:31]([CH3:32])=[CH:30][C:29]([CH3:33])=[CH:28][C:27]=2[CH3:34])=[O:24])[C:5]([C:8]([NH:10][C:11]2([C:18]([O:20]C)=[O:19])[CH2:17][CH2:16][CH2:15][CH2:14][CH2:13][CH2:12]2)=[O:9])=[N:6][CH:7]=1.Cl. (2) Given the product [ClH:11].[Cl:11][C:8]1[N:9]=[CH:10][C:5]([CH2:4][NH2:1])=[CH:6][C:7]=1[CH3:12], predict the reactants needed to synthesize it. The reactants are: [N:1]([CH2:4][C:5]1[CH:6]=[C:7]([CH3:12])[C:8]([Cl:11])=[N:9][CH:10]=1)=[N+]=[N-].C1C=CC(P(C2C=CC=CC=2)C2C=CC=CC=2)=CC=1.O.